This data is from Full USPTO retrosynthesis dataset with 1.9M reactions from patents (1976-2016). The task is: Predict the reactants needed to synthesize the given product. (1) Given the product [C:1]([O:5][C:6](=[O:7])[NH:8][CH:9]([C:14]1[CH:19]=[CH:18][CH:17]=[CH:16][CH:15]=1)[CH2:10][C:11](=[O:13])[NH:20][CH2:21][C@H:22]1[CH2:27][CH2:26][C@H:25]([C:28]([N:30]2[CH2:35][CH2:34][N:33]([C:36](=[O:40])[CH:37]([CH3:38])[CH3:39])[CH2:32][CH2:31]2)=[O:29])[CH2:24][CH2:23]1)([CH3:2])([CH3:3])[CH3:4], predict the reactants needed to synthesize it. The reactants are: [C:1]([O:5][C:6]([NH:8][CH:9]([C:14]1[CH:19]=[CH:18][CH:17]=[CH:16][CH:15]=1)[CH2:10][C:11]([OH:13])=O)=[O:7])([CH3:4])([CH3:3])[CH3:2].[NH2:20][CH2:21][C@H:22]1[CH2:27][CH2:26][C@H:25]([C:28]([N:30]2[CH2:35][CH2:34][N:33]([C:36](=[O:40])[CH:37]([CH3:39])[CH3:38])[CH2:32][CH2:31]2)=[O:29])[CH2:24][CH2:23]1. (2) The reactants are: Cl[C:2]1[C:7]([CH:8]=O)=[CH:6][CH:5]=[C:4]([Cl:10])[N:3]=1.[NH2:11][NH2:12]. Given the product [Cl:10][C:4]1[N:3]=[C:2]2[NH:11][N:12]=[CH:8][C:7]2=[CH:6][CH:5]=1, predict the reactants needed to synthesize it. (3) Given the product [NH2:31][CH:6]1[CH2:5][C:4]2[C:8](=[CH:9][CH:10]=[C:2]([NH:1][C:26]([C@@H:24]3[CH2:25][C@H:23]3[C:21]([O:20][CH2:18][CH3:19])=[O:22])=[O:28])[CH:3]=2)[CH2:7]1, predict the reactants needed to synthesize it. The reactants are: [NH2:1][C:2]1[CH:3]=[C:4]2[C:8](=[CH:9][CH:10]=1)[CH2:7][CH:6](C(OC(C)(C)C)=O)[CH2:5]2.[CH2:18]([O:20][C:21]([C@@H:23]1[CH2:25][C@H:24]1[C:26]([OH:28])=O)=[O:22])[CH3:19].CC[N:31]=C=NCCCN(C)C.Cl. (4) Given the product [C:20]([O:19][C:17]([NH:24][CH2:25][C:26]([N:8]1[CH:7]([CH2:12][C:13]([O:15][CH3:16])=[O:14])[C:6]2[N:5]=[CH:4][CH:3]=[C:2]([Cl:1])[C:11]=2[CH2:10][CH2:9]1)=[O:27])=[O:18])([CH3:23])([CH3:22])[CH3:21], predict the reactants needed to synthesize it. The reactants are: [Cl:1][C:2]1[C:11]2[CH2:10][CH2:9][NH:8][CH:7]([CH2:12][C:13]([O:15][CH3:16])=[O:14])[C:6]=2[N:5]=[CH:4][CH:3]=1.[C:17]([NH:24][CH2:25][C:26](O)=[O:27])([O:19][C:20]([CH3:23])([CH3:22])[CH3:21])=[O:18].C(N(CC)CC)C.O. (5) Given the product [F:19][C:2]([F:1])([F:18])[C:3]1[CH:4]=[CH:5][C:6]([N:9]2[CH2:10][CH2:11][N:12]([CH2:15][CH2:16][NH:17][CH:20]=[O:21])[CH2:13][CH2:14]2)=[CH:7][CH:8]=1, predict the reactants needed to synthesize it. The reactants are: [F:1][C:2]([F:19])([F:18])[C:3]1[CH:8]=[CH:7][C:6]([N:9]2[CH2:14][CH2:13][N:12]([CH2:15][CH2:16][NH2:17])[CH2:11][CH2:10]2)=[CH:5][CH:4]=1.[CH:20](OCC)=[O:21].